From a dataset of Full USPTO retrosynthesis dataset with 1.9M reactions from patents (1976-2016). Predict the reactants needed to synthesize the given product. (1) Given the product [Cl:9][CH2:1][C:2]1[CH:3]=[N:4][C:22]([CH3:21])=[CH:17][N:7]=1, predict the reactants needed to synthesize it. The reactants are: [CH3:1][C:2]1[C:3](C)=[N:4]C=C[N:7]=1.[Cl:9]N1C(=O)CCC1=O.[CH:17]1[CH:22]=[CH:21]C=CC=1. (2) Given the product [CH3:1][O:2][C:3]([C:5]1[CH:10]=[CH:9][CH:8]=[C:7]([CH2:11][O:20][C:17]2[CH:18]=[CH:19][C:14]([I:13])=[CH:15][CH:16]=2)[N:6]=1)=[O:4], predict the reactants needed to synthesize it. The reactants are: [CH3:1][O:2][C:3]([C:5]1[CH:10]=[CH:9][CH:8]=[C:7]([CH2:11]Br)[N:6]=1)=[O:4].[I:13][C:14]1[CH:19]=[CH:18][C:17]([OH:20])=[CH:16][CH:15]=1.C(=O)([O-])[O-].[K+].[K+].O. (3) Given the product [C:24]([O:1][C@H:2]([C:18]1[CH:23]=[CH:22][CH:21]=[CH:20][CH:19]=1)[CH2:3][CH2:4][CH2:5][CH2:6][N:7]1[C:8](=[O:17])[C:9]2[C:14](=[CH:13][CH:12]=[CH:11][CH:10]=2)[C:15]1=[O:16])(=[O:26])[CH3:25], predict the reactants needed to synthesize it. The reactants are: [OH:1][C@H:2]([C:18]1[CH:23]=[CH:22][CH:21]=[CH:20][CH:19]=1)[CH2:3][CH2:4][CH2:5][CH2:6][N:7]1[C:15](=[O:16])[C:14]2[C:9](=[CH:10][CH:11]=[CH:12][CH:13]=2)[C:8]1=[O:17].[C:24](OC(=O)C)(=[O:26])[CH3:25]. (4) Given the product [Cl:1][C:2]1[CH:7]=[C:6]([Cl:8])[C:5]([CH3:9])=[CH:4][C:3]=1[S:10]([NH:13][C:14]1[CH:15]=[C:16]([CH3:21])[C:17]([CH:22]=[O:23])=[C:18]([CH3:20])[CH:19]=1)(=[O:12])=[O:11], predict the reactants needed to synthesize it. The reactants are: [Cl:1][C:2]1[CH:7]=[C:6]([Cl:8])[C:5]([CH3:9])=[CH:4][C:3]=1[S:10]([NH:13][C:14]1[CH:19]=[C:18]([CH3:20])[CH:17]=[C:16]([CH3:21])[CH:15]=1)(=[O:12])=[O:11].[CH3:22][O:23]C(Cl)Cl. (5) Given the product [ClH:27].[ClH:27].[NH2:19][C@@H:17]1[CH2:18][C@H:16]1[C:12]1[CH:11]=[C:10]([CH:15]=[CH:14][CH:13]=1)[C:8]([NH:7][C:4]1[S:3][C:2]([CH3:1])=[N:6][CH:5]=1)=[O:9], predict the reactants needed to synthesize it. The reactants are: [CH3:1][C:2]1[S:3][C:4]([NH:7][C:8]([C:10]2[CH:11]=[C:12]([C@@H:16]3[CH2:18][C@H:17]3[NH:19]C(=O)OC(C)(C)C)[CH:13]=[CH:14][CH:15]=2)=[O:9])=[CH:5][N:6]=1.[ClH:27].C(OCC)(=O)C. (6) Given the product [Br:1][C:2]1[CH:3]=[C:4]2[C:9](=[CH:10][C:11]=1[OH:12])[N:8]=[C:7]([NH:14][C:15]1[CH:20]=[CH:19][CH:18]=[C:17]([CH2:21][N:22]3[CH2:23][CH2:24][O:25][CH2:26][CH2:27]3)[CH:16]=1)[N:6]=[CH:5]2, predict the reactants needed to synthesize it. The reactants are: [Br:1][C:2]1[CH:3]=[C:4]2[C:9](=[CH:10][C:11]=1[O:12]C)[N:8]=[C:7]([NH:14][C:15]1[CH:20]=[CH:19][CH:18]=[C:17]([CH2:21][N:22]3[CH2:27][CH2:26][O:25][CH2:24][CH2:23]3)[CH:16]=1)[N:6]=[CH:5]2.C[S-].[Na+]. (7) Given the product [C:24]([NH:32][NH:33][C:11]([C:8]1[CH:9]=[C:10]2[C:5](=[CH:6][CH:7]=1)[N:4]([S:14]([C:17]1[CH:23]=[CH:22][C:20]([CH3:21])=[CH:19][CH:18]=1)(=[O:16])=[O:15])[CH:3]=[C:2]2[I:1])=[O:12])(=[O:31])[C:25]1[CH:30]=[CH:29][CH:28]=[CH:27][CH:26]=1, predict the reactants needed to synthesize it. The reactants are: [I:1][C:2]1[C:10]2[C:5](=[CH:6][CH:7]=[C:8]([C:11](O)=[O:12])[CH:9]=2)[N:4]([S:14]([C:17]2[CH:23]=[CH:22][C:20]([CH3:21])=[CH:19][CH:18]=2)(=[O:16])=[O:15])[CH:3]=1.[C:24]([NH:32][NH2:33])(=[O:31])[C:25]1[CH:30]=[CH:29][CH:28]=[CH:27][CH:26]=1.C(N(C(C)C)C(C)C)C.CN(C(ON1N=NC2C=CC=NC1=2)=[N+](C)C)C.F[P-](F)(F)(F)(F)F. (8) Given the product [CH3:25][O:26][C:27]1[CH:28]=[C:29]([NH:30][C:2]2[C:11]3[NH:12][N:13]=[CH:14][C:10]=3[C:9]3[CH:8]=[C:7]([F:24])[CH:6]=[CH:5][C:4]=3[N:3]=2)[CH:31]=[CH:32][C:33]=1[O:34][CH3:35], predict the reactants needed to synthesize it. The reactants are: Cl[C:2]1[C:11]2=[N:12][N:13](CC3C=CC(OC)=CC=3)[CH:14]=[C:10]2[C:9]2[CH:8]=[C:7]([F:24])[CH:6]=[CH:5][C:4]=2[N:3]=1.[CH3:25][O:26][C:27]1[CH:28]=[C:29]([CH:31]=[CH:32][C:33]=1[O:34][CH3:35])[NH2:30].Cl. (9) Given the product [F:46][C:43]1([F:47])[CH2:28][CH2:29][CH:24]([NH:23][C:21]([C:15]2[N:11]3[CH2:12][CH2:13][O:14][C:8]4[CH:7]=[CH:6][C:5]([C:4]#[C:3][C@@:2]([OH:1])([C:32]5[CH:36]=[C:35]([CH3:37])[O:34][N:33]=5)[CH3:31])=[CH:30][C:9]=4[C:10]3=[N:17][C:16]=2[C:18]([NH2:20])=[O:19])=[O:22])[CH2:25][CH2:26]1, predict the reactants needed to synthesize it. The reactants are: [OH:1][C@:2]([C:32]1[CH:36]=[C:35]([CH3:37])[O:34][N:33]=1)([CH3:31])[C:3]#[C:4][C:5]1[CH:6]=[CH:7][C:8]2[O:14][CH2:13][CH2:12][N:11]3[C:15]([C:21]([NH:23][CH:24]4[CH2:29][CH2:28]O[CH2:26][CH2:25]4)=[O:22])=[C:16]([C:18]([NH2:20])=[O:19])[N:17]=[C:10]3[C:9]=2[CH:30]=1.Cl.NC1CC[C:43]([F:47])([F:46])CC1. (10) The reactants are: Cl.[CH3:2][O:3][C:4]1[CH:5]=[C:6]([C:12]2[C:13]([CH3:25])([CH3:24])[C:14](=[O:23])[N:15]([CH:17]3[CH2:22][CH2:21][NH:20][CH2:19][CH2:18]3)[N:16]=2)[CH:7]=[CH:8][C:9]=1[O:10][CH3:11].[CH3:26][C:27]1[C:28]([C:33](O)=[O:34])=[N:29][CH:30]=[CH:31][CH:32]=1. Given the product [CH3:2][O:3][C:4]1[CH:5]=[C:6]([C:12]2[C:13]([CH3:25])([CH3:24])[C:14](=[O:23])[N:15]([CH:17]3[CH2:22][CH2:21][N:20]([C:33]([C:28]4[C:27]([CH3:26])=[CH:32][CH:31]=[CH:30][N:29]=4)=[O:34])[CH2:19][CH2:18]3)[N:16]=2)[CH:7]=[CH:8][C:9]=1[O:10][CH3:11], predict the reactants needed to synthesize it.